This data is from Full USPTO retrosynthesis dataset with 1.9M reactions from patents (1976-2016). The task is: Predict the reactants needed to synthesize the given product. (1) The reactants are: [CH2:1]([O:8][C:9]1[CH:10]=[C:11]([C:15]2[CH:20]=[CH:19][C:18]([CH2:21][CH2:22][NH:23][C:24]3[N:25]([C:56]4[N:57]=[CH:58][N:59]=[C:60]([NH2:63])[C:61]=4[N:62]=3)[C@@H:26]3[O:55][C@H:45]([CH2:46][O:47][Si:48]([C:51]([CH3:54])([CH3:53])[CH3:52])([CH3:50])[CH3:49])[C@@H:36]([O:37][Si:38]([C:41]([CH3:44])([CH3:43])[CH3:42])([CH3:40])[CH3:39])[C@H:27]3[O:28][Si:29]([C:32]([CH3:35])([CH3:34])[CH3:33])([CH3:31])[CH3:30])=[CH:17][CH:16]=2)[CH:12]=[CH:13][CH:14]=1)[C:2]1C=CC=C[CH:3]=1.C(=O)([O-])[O-].[K+].[K+].BrCCC[Cl:74]. Given the product [Si:29]([O:28][C@@H:27]1[C@H:36]([O:37][Si:38]([C:41]([CH3:44])([CH3:43])[CH3:42])([CH3:40])[CH3:39])[C@@H:45]([CH2:46][O:47][Si:48]([C:51]([CH3:54])([CH3:53])[CH3:52])([CH3:50])[CH3:49])[O:55][C@H:26]1[N:25]1[C:56]2[N:57]=[CH:58][N:59]=[C:60]([NH2:63])[C:61]=2[N:62]=[C:24]1[NH:23][CH2:22][CH2:21][C:18]1[CH:19]=[CH:20][C:15]([C:11]2[CH:12]=[CH:13][CH:14]=[C:9]([O:8][CH2:1][CH2:2][CH2:3][Cl:74])[CH:10]=2)=[CH:16][CH:17]=1)([C:32]([CH3:35])([CH3:34])[CH3:33])([CH3:31])[CH3:30], predict the reactants needed to synthesize it. (2) The reactants are: C([Sn](CCCC)(CCCC)[C:6]1[CH:11]=[CH:10][C:9]([Sn](CCCC)(CCCC)CCCC)=[CH:8][CH:7]=1)CCC.Br[C:34]1[CH:39]=[CH:38][CH:37]=[CH:36][C:35]=1[NH:40][S:41]([CH2:44][CH2:45][CH2:46][CH2:47][CH2:48][CH2:49][CH2:50][CH2:51][CH2:52][CH2:53][CH2:54][CH3:55])(=[O:43])=[O:42]. Given the product [C:34]1([C:36]2[CH:35]=[CH:34][C:39]([C:6]3[CH:7]=[CH:8][CH:9]=[CH:10][C:11]=3[NH:40][S:41]([CH2:44][CH2:45][CH2:46][CH2:47][CH2:48][CH2:49][CH2:50][CH2:51][CH2:52][CH2:53][CH2:54][CH3:55])(=[O:43])=[O:42])=[CH:38][CH:37]=2)[CH:39]=[CH:38][CH:37]=[CH:36][C:35]=1[NH:40][S:41]([CH2:44][CH2:45][CH2:46][CH2:47][CH2:48][CH2:49][CH2:50][CH2:51][CH2:52][CH2:53][CH2:54][CH3:55])(=[O:43])=[O:42], predict the reactants needed to synthesize it. (3) Given the product [F:29][C:28]([F:31])([F:30])[CH2:27][N:23]1[C:22]([C:16]2[N:15]=[C:14]3[C:13]4[CH:32]=[CH:33][C:10]([O:9][C@@H:7]([CH3:8])[C:6]([NH2:43])=[O:5])=[CH:11][C:12]=4[O:21][CH2:20][CH2:19][N:18]3[CH:17]=2)=[N:26][CH:25]=[N:24]1, predict the reactants needed to synthesize it. The reactants are: C([O:5][C:6](=O)[C@@H:7]([O:9][C:10]1[CH:33]=[CH:32][C:13]2[C:14]3[N:18]([CH2:19][CH2:20][O:21][C:12]=2[CH:11]=1)[CH:17]=[C:16]([C:22]1[N:23]([CH2:27][C:28]([F:31])([F:30])[F:29])[N:24]=[CH:25][N:26]=1)[N:15]=3)[CH3:8])(C)(C)C.C(O)(C(F)(F)F)=O.C[N:43](C(ON1N=NC2C=CC=NC1=2)=[N+](C)C)C.F[P-](F)(F)(F)(F)F.[Cl-].[NH4+].C(N(CC)CC)C. (4) Given the product [C:8]([C:7]1[C:2]2[N:1]=[N:38][N:36]([CH3:37])[C:3]=2[CH:4]=[C:5]([C:10]2[CH:15]=[C:14]([C:16]([F:17])([F:19])[F:18])[C:13]([O:20][CH2:21][CH2:22][CH:23]3[CH2:28][CH2:27][N:26]([C:29]([O:31][C:32]([CH3:34])([CH3:33])[CH3:35])=[O:30])[CH2:25][CH2:24]3)=[N:12][CH:11]=2)[N:6]=1)#[N:9], predict the reactants needed to synthesize it. The reactants are: [NH2:1][C:2]1[C:3]([NH:36][CH3:37])=[CH:4][C:5]([C:10]2[CH:11]=[N:12][C:13]([O:20][CH2:21][CH2:22][CH:23]3[CH2:28][CH2:27][N:26]([C:29]([O:31][C:32]([CH3:35])([CH3:34])[CH3:33])=[O:30])[CH2:25][CH2:24]3)=[C:14]([C:16]([F:19])([F:18])[F:17])[CH:15]=2)=[N:6][C:7]=1[C:8]#[N:9].[N:38]([O-])=O.[Na+]. (5) Given the product [Cl:1][C:2]1[C:6]([Cl:7])=[C:5]([CH3:8])[NH:4][C:3]=1[C:9]([NH:11][CH:12]1[CH2:13][CH2:14][N:15]([C:18]2[N:23]=[C:22]([N:24]3[CH2:29][CH2:28][NH:27][CH2:26][CH2:25]3)[N:21]=[C:20]([C:30]([NH:36][O:34][CH3:35])=[O:31])[CH:19]=2)[CH2:16][CH2:17]1)=[O:10], predict the reactants needed to synthesize it. The reactants are: [Cl:1][C:2]1[C:6]([Cl:7])=[C:5]([CH3:8])[NH:4][C:3]=1[C:9]([NH:11][CH:12]1[CH2:17][CH2:16][N:15]([C:18]2[N:23]=[C:22]([N:24]3[CH2:29][CH2:28][NH:27][CH2:26][CH2:25]3)[N:21]=[C:20]([C:30](O)=[O:31])[CH:19]=2)[CH2:14][CH2:13]1)=[O:10].Cl.[O:34]([NH2:36])[CH3:35]. (6) Given the product [CH2:15]([O:17][C:18](=[O:42])[CH:19]([C:26]1[N:27]([C:35]2[CH:36]=[CH:37][C:38]([Cl:41])=[CH:39][CH:40]=2)[N:28]=[C:29]2[C:34]=1[CH:33]=[CH:32][CH:31]=[CH:30]2)[CH:20]1[CH2:25][CH2:24][CH2:23][CH2:22][CH2:21]1)[CH3:16], predict the reactants needed to synthesize it. The reactants are: ClC1C(=O)C(C#N)=C(C#N)C(=O)C=1Cl.[CH2:15]([O:17][C:18](=[O:42])[CH:19]([C:26]1[N:27]([C:35]2[CH:40]=[CH:39][C:38]([Cl:41])=[CH:37][CH:36]=2)[N:28]=[C:29]2[C:34]=1[CH2:33][CH2:32][CH2:31][CH2:30]2)[CH:20]1[CH2:25][CH2:24][CH2:23][CH2:22][CH2:21]1)[CH3:16]. (7) Given the product [BrH:1].[Br:1][CH:6]1[C:7](=[O:11])[CH2:8][CH2:9][NH:4][CH2:5]1, predict the reactants needed to synthesize it. The reactants are: [BrH:1].BrBr.[NH:4]1[CH2:9][CH2:8][C:7]([OH:11])(O)[CH2:6][CH2:5]1. (8) Given the product [CH3:15][C:16]1[N:6]([C:7]2[CH:12]=[CH:11][CH:10]=[CH:9][CH:8]=2)[C:4](=[O:5])[C:3]([C:1]#[N:2])=[CH:18][CH:17]=1, predict the reactants needed to synthesize it. The reactants are: [C:1]([CH2:3][C:4]([NH:6][C:7]1[CH:12]=[CH:11][CH:10]=[CH:9][CH:8]=1)=[O:5])#[N:2].CO[CH:15]=[CH:16][C:17](=O)[CH3:18].N12CCN(CC1)CC2. (9) The reactants are: C[O:2][C:3]1[C:8]([CH3:9])=[CH:7][C:6]([C:10]2[O:11][C:12]3[N:13]=[C:14]([S:23][CH3:24])[N:15]=[C:16]([O:19][CH2:20][CH2:21][CH3:22])[C:17]=3[N:18]=2)=[CH:5][C:4]=1[CH3:25].B(Br)(Br)Br. Given the product [CH3:9][C:8]1[CH:7]=[C:6]([C:10]2[O:11][C:12]3[N:13]=[C:14]([S:23][CH3:24])[N:15]=[C:16]([O:19][CH2:20][CH2:21][CH3:22])[C:17]=3[N:18]=2)[CH:5]=[C:4]([CH3:25])[C:3]=1[OH:2], predict the reactants needed to synthesize it.